From a dataset of NCI-60 drug combinations with 297,098 pairs across 59 cell lines. Regression. Given two drug SMILES strings and cell line genomic features, predict the synergy score measuring deviation from expected non-interaction effect. (1) Drug 1: CC(C1=C(C=CC(=C1Cl)F)Cl)OC2=C(N=CC(=C2)C3=CN(N=C3)C4CCNCC4)N. Drug 2: CC(C)(C#N)C1=CC(=CC(=C1)CN2C=NC=N2)C(C)(C)C#N. Cell line: SR. Synergy scores: CSS=52.1, Synergy_ZIP=1.09, Synergy_Bliss=0.694, Synergy_Loewe=-8.39, Synergy_HSA=-0.747. (2) Drug 2: CC(C1=C(C=CC(=C1Cl)F)Cl)OC2=C(N=CC(=C2)C3=CN(N=C3)C4CCNCC4)N. Synergy scores: CSS=36.9, Synergy_ZIP=-8.17, Synergy_Bliss=-11.0, Synergy_Loewe=-16.7, Synergy_HSA=-11.1. Cell line: CCRF-CEM. Drug 1: CCC1=CC2CC(C3=C(CN(C2)C1)C4=CC=CC=C4N3)(C5=C(C=C6C(=C5)C78CCN9C7C(C=CC9)(C(C(C8N6C)(C(=O)OC)O)OC(=O)C)CC)OC)C(=O)OC.C(C(C(=O)O)O)(C(=O)O)O. (3) Drug 1: C(=O)(N)NO. Drug 2: CCC1(C2=C(COC1=O)C(=O)N3CC4=CC5=C(C=CC(=C5CN(C)C)O)N=C4C3=C2)O.Cl. Cell line: U251. Synergy scores: CSS=44.7, Synergy_ZIP=2.20, Synergy_Bliss=0.183, Synergy_Loewe=-31.6, Synergy_HSA=1.33. (4) Drug 1: CC(C1=C(C=CC(=C1Cl)F)Cl)OC2=C(N=CC(=C2)C3=CN(N=C3)C4CCNCC4)N. Drug 2: CCCCCOC(=O)NC1=NC(=O)N(C=C1F)C2C(C(C(O2)C)O)O. Cell line: MDA-MB-435. Synergy scores: CSS=11.2, Synergy_ZIP=-2.27, Synergy_Bliss=1.76, Synergy_Loewe=-10.4, Synergy_HSA=-2.73. (5) Drug 1: C1=C(C(=O)NC(=O)N1)N(CCCl)CCCl. Drug 2: CC(C)(C#N)C1=CC(=CC(=C1)CN2C=NC=N2)C(C)(C)C#N. Cell line: TK-10. Synergy scores: CSS=5.30, Synergy_ZIP=-4.97, Synergy_Bliss=-3.18, Synergy_Loewe=-3.78, Synergy_HSA=-2.94. (6) Drug 1: C1=C(C(=O)NC(=O)N1)F. Drug 2: COCCOC1=C(C=C2C(=C1)C(=NC=N2)NC3=CC=CC(=C3)C#C)OCCOC.Cl. Cell line: NCI-H226. Synergy scores: CSS=26.9, Synergy_ZIP=9.19, Synergy_Bliss=11.3, Synergy_Loewe=11.8, Synergy_HSA=12.3. (7) Drug 1: C(CN)CNCCSP(=O)(O)O. Drug 2: CC1C(C(CC(O1)OC2CC(CC3=C2C(=C4C(=C3O)C(=O)C5=C(C4=O)C(=CC=C5)OC)O)(C(=O)CO)O)N)O.Cl. Cell line: HCT-15. Synergy scores: CSS=23.3, Synergy_ZIP=-4.33, Synergy_Bliss=-2.55, Synergy_Loewe=-35.8, Synergy_HSA=-1.56. (8) Drug 2: C1CC(=O)NC(=O)C1N2C(=O)C3=CC=CC=C3C2=O. Synergy scores: CSS=41.0, Synergy_ZIP=7.01, Synergy_Bliss=7.87, Synergy_Loewe=-22.6, Synergy_HSA=8.79. Cell line: T-47D. Drug 1: C1=CC(=C2C(=C1NCCNCCO)C(=O)C3=C(C=CC(=C3C2=O)O)O)NCCNCCO. (9) Drug 1: CC(C1=C(C=CC(=C1Cl)F)Cl)OC2=C(N=CC(=C2)C3=CN(N=C3)C4CCNCC4)N. Drug 2: C1=NC2=C(N=C(N=C2N1C3C(C(C(O3)CO)O)O)F)N. Cell line: SK-MEL-5. Synergy scores: CSS=-3.12, Synergy_ZIP=1.30, Synergy_Bliss=-0.956, Synergy_Loewe=-6.30, Synergy_HSA=-6.18. (10) Drug 1: C1=NC2=C(N1)C(=S)N=C(N2)N. Drug 2: C1=CN(C(=O)N=C1N)C2C(C(C(O2)CO)O)O.Cl. Cell line: NCI/ADR-RES. Synergy scores: CSS=41.6, Synergy_ZIP=-5.58, Synergy_Bliss=-5.18, Synergy_Loewe=-0.532, Synergy_HSA=1.58.